From a dataset of Full USPTO retrosynthesis dataset with 1.9M reactions from patents (1976-2016). Predict the reactants needed to synthesize the given product. (1) Given the product [Cl:33][C:28]1[CH:27]=[C:26]([C@H:14]2[C@H:13]([NH:12][C:39]([C:38]3[CH:42]=[CH:43][C:35]([Cl:34])=[CH:36][CH:37]=3)=[O:40])[CH2:18][CH2:17][N:16]([C:19]([O:21][C:22]([CH3:25])([CH3:23])[CH3:24])=[O:20])[CH2:15]2)[CH:31]=[CH:30][C:29]=1[F:32], predict the reactants needed to synthesize it. The reactants are: C1(C)C=CC(S(O)(=O)=O)=CC=1.[NH2:12][C@@H:13]1[CH2:18][CH2:17][N:16]([C:19]([O:21][C:22]([CH3:25])([CH3:24])[CH3:23])=[O:20])[CH2:15][C@H:14]1[C:26]1[CH:31]=[CH:30][C:29]([F:32])=[C:28]([Cl:33])[CH:27]=1.[Cl:34][C:35]1[CH:43]=[CH:42][C:38]([C:39](O)=[O:40])=[CH:37][CH:36]=1. (2) The reactants are: FC(F)(F)S(O[CH2:7][C:8]([F:11])([CH3:10])[CH3:9])(=O)=O.[CH3:14][C:15]1([CH3:42])[NH:27][CH:26]([C:28]2[C:33]([F:34])=[CH:32][C:31](/[CH:35]=[CH:36]/[C:37]([O:39][CH3:40])=[O:38])=[CH:30][C:29]=2[F:41])[C:18]2[NH:19][C:20]3[C:25]([C:17]=2[CH2:16]1)=[CH:24][CH:23]=[CH:22][CH:21]=3.C(N(C(C)C)C(C)C)C. Given the product [F:34][C:33]1[CH:32]=[C:31](/[CH:35]=[CH:36]/[C:37]([O:39][CH3:40])=[O:38])[CH:30]=[C:29]([F:41])[C:28]=1[CH:26]1[C:18]2[NH:19][C:20]3[C:25]([C:17]=2[CH2:16][C:15]([CH3:14])([CH3:42])[N:27]1[CH2:7][C:8]([F:11])([CH3:9])[CH3:10])=[CH:24][CH:23]=[CH:22][CH:21]=3, predict the reactants needed to synthesize it. (3) Given the product [NH2:8][C:7]1[C:2]([OH:1])=[N:3][C:4]([CH3:13])=[N:5][C:6]=1[OH:12], predict the reactants needed to synthesize it. The reactants are: [OH:1][C:2]1[C:7]([NH:8]C(=O)C)=[C:6]([OH:12])[N:5]=[C:4]([CH3:13])[N:3]=1.Cl. (4) Given the product [CH3:1][O:2][C:3]1[CH:4]=[C:5]([CH:11]=[CH:12][C:13]=1[O:14][CH2:15][CH:16]1[CH2:17][CH2:18][N:19]([CH3:22])[CH2:20][CH2:21]1)[C:6]([O:8][CH2:9][CH3:10])=[O:7], predict the reactants needed to synthesize it. The reactants are: [CH3:1][O:2][C:3]1[CH:4]=[C:5]([CH:11]=[CH:12][C:13]=1[O:14][CH2:15][CH:16]1[CH2:21][CH2:20][N:19]([C:22](OC(C)(C)C)=O)[CH2:18][CH2:17]1)[C:6]([O:8][CH2:9][CH3:10])=[O:7].C=O.Cl.CCOCC. (5) Given the product [CH:20]1(/[CH:23]=[CH:24]/[C:8]2[C:7]([C:14]#[N:15])=[C:6]([OH:16])[C:5]([OH:4])=[CH:10][C:9]=2[C:11]#[N:12])[CH2:22][CH2:21]1, predict the reactants needed to synthesize it. The reactants are: C([O:4][C:5]1[CH:10]=[C:9]([C:11]#[N:12])[C:8](Br)=[C:7]([C:14]#[N:15])[C:6]=1[O:16]C(=O)C)(=O)C.[CH:20]1(/[CH:23]=[CH:24]/B2OC(C)(C)C(C)(C)O2)[CH2:22][CH2:21]1. (6) The reactants are: [OH:1][CH2:2][CH:3]([NH:12]C(=O)OC(C)(C)C)[C:4](=[O:11])[C:5]1[CH:10]=[CH:9][CH:8]=[CH:7][CH:6]=1.[ClH:20].O1CCOCC1. Given the product [Cl-:20].[OH:1][CH2:2][CH:3]([NH3+:12])[C:4](=[O:11])[C:5]1[CH:6]=[CH:7][CH:8]=[CH:9][CH:10]=1, predict the reactants needed to synthesize it. (7) Given the product [O:53]=[S:50]1(=[O:54])[CH2:51][CH2:52][N:47]([CH2:46][CH2:45][O:18][C:14]2[CH:13]=[C:12]3[C:17]([C:9]([C:4]4[CH:3]=[C:2]([F:1])[CH:7]=[C:6]([F:8])[CH:5]=4)=[C:10]([C:20]4[CH:21]=[N:22][CH:23]=[CH:24][CH:25]=4)[C:11]3=[O:19])=[CH:16][CH:15]=2)[CH2:48][CH2:49]1, predict the reactants needed to synthesize it. The reactants are: [F:1][C:2]1[CH:3]=[C:4]([C:9]2[C:17]3[C:12](=[CH:13][C:14]([OH:18])=[CH:15][CH:16]=3)[C:11](=[O:19])[C:10]=2[C:20]2[CH:21]=[N:22][CH:23]=[CH:24][CH:25]=2)[CH:5]=[C:6]([F:8])[CH:7]=1.BrC1C(=O)C2C(C=1C1C=CC=CC=1)=CC=C(O)C=2.O[CH2:45][CH2:46][N:47]1[CH2:52][CH2:51][S:50](=[O:54])(=[O:53])[CH2:49][CH2:48]1.C1C=CC(P(C2C=CC=CC=2)C2C=CC=CC=2)=CC=1.CC(OC(/N=N/C(OC(C)C)=O)=O)C. (8) Given the product [C:16]1([C:15]2[CH2:14][CH2:19][CH2:20][CH2:15][CH2:16][CH2:17][CH2:17][CH2:18][CH2:19][CH:20]=2)[CH2:9][CH2:2][CH2:3][CH2:4][CH2:34][CH2:33][CH2:32][CH2:31][NH:30][N:24]=1, predict the reactants needed to synthesize it. The reactants are: F[C:2](F)([C:9](O)=O)[C:3](F)(F)[C:4](O)=O.F[C:14](F)(F)[C:15]1[CH:20]=[C:19](N=C=O)[CH:18]=[CH:17][C:16]=1[N:24]=C=O.C[N:30]1[C:34](=O)[CH2:33][CH2:32][CH2:31]1. (9) Given the product [F:1][C:2]([F:33])([F:32])[C:3]1[CH:4]=[C:5]([C@H:13]2[O:17][C:16](=[O:18])[N:15]([CH2:19][C:20]3[C:25]([C:39]4[CH:38]=[C:37]([CH2:64][CH2:65][C:66]([O:67][CH3:68])=[O:59])[CH:36]=[CH:35][C:40]=4[O:41][CH3:42])=[CH:24][N:23]=[C:22]([S:29][CH3:30])[N:21]=3)[C@H:14]2[CH3:31])[CH:6]=[C:7]([C:9]([F:12])([F:11])[F:10])[CH:8]=1, predict the reactants needed to synthesize it. The reactants are: [F:1][C:2]([F:33])([F:32])[C:3]1[CH:4]=[C:5]([C@H:13]2[O:17][C:16](=[O:18])[N:15]([CH2:19][C:20]3[C:25](B(O)O)=[CH:24][N:23]=[C:22]([S:29][CH3:30])[N:21]=3)[C@H:14]2[CH3:31])[CH:6]=[C:7]([C:9]([F:12])([F:11])[F:10])[CH:8]=1.F[C:35]1[CH:36]=[C:37](N2C(C(F)(F)F)=C(C(OCC)=O)C=N2)[CH:38]=[C:39](I)[C:40]=1[O:41][CH3:42].C(=O)([O-])[O-:59].[K+].[K+].[CH2:64]1[CH2:68][O:67][CH2:66][CH2:65]1. (10) The reactants are: [OH:1][C@@H:2]1[CH2:7][N:6]([C:8]([O:10][CH3:11])=[O:9])[C@H:5]([C:12]([N:14]2[CH2:19][CH2:18][N:17]([C:20]3[CH:25]=[CH:24][CH:23]=[CH:22][CH:21]=3)[CH2:16][CH2:15]2)=[O:13])[C@@H:4]([C:26](OC)=[O:27])[CH2:3]1.O[C@@H:31]1[CH2:36][NH:35][C@H:34]([C:37]([OH:39])=O)[C@@H:33](C(OC)=O)[CH2:32]1.C1(N2CCNCC2)C=CC=CC=1.F[P-](F)(F)(F)(F)F.[N:63]1([O:72][P+](N(C)C)(N(C)C)N(C)C)C2C=CC=CC=2N=N1.CN(C)C=[O:86].C(N(CC)C(C)C)(C)C.C(Cl)Cl.ClC(OC)=O. Given the product [OH:72][NH:63][C:26]([C@H:4]1[CH2:3][C@H:2]([O:1][C:36]([N:35]2[CH2:31][CH2:32][CH2:33][C@H:34]2[CH2:37][OH:39])=[O:86])[CH2:7][N:6]([C:8]([O:10][CH3:11])=[O:9])[C@@H:5]1[C:12]([N:14]1[CH2:15][CH2:16][N:17]([C:20]2[CH:21]=[CH:22][CH:23]=[CH:24][CH:25]=2)[CH2:18][CH2:19]1)=[O:13])=[O:27], predict the reactants needed to synthesize it.